From a dataset of Reaction yield outcomes from USPTO patents with 853,638 reactions. Predict the reaction yield, written as a fraction of the theoretical maximum amount of product (1.0 means a 100% yield; for example, 0.34 means a 34% yield). The reactants are [CH3:1][O:2][C:3]1[CH:4]=[C:5]2[C:10](=[CH:11][CH:12]=1)[C:9]([CH:13]1[CH2:18][CH2:17][N:16]([S:19]([C:22]3[N:23]=[CH:24][N:25]([CH3:27])[CH:26]=3)(=[O:21])=[O:20])[CH2:15][CH2:14]1)=[N:8][CH2:7][CH2:6]2.[BH4-].[Na+]. The catalyst is CO.O.C([O-])(O)=O.[Na+]. The product is [CH3:1][O:2][C:3]1[CH:4]=[C:5]2[C:10](=[CH:11][CH:12]=1)[CH:9]([CH:13]1[CH2:18][CH2:17][N:16]([S:19]([C:22]3[N:23]=[CH:24][N:25]([CH3:27])[CH:26]=3)(=[O:21])=[O:20])[CH2:15][CH2:14]1)[NH:8][CH2:7][CH2:6]2. The yield is 0.710.